Dataset: hERG potassium channel inhibition data for cardiac toxicity prediction from Karim et al.. Task: Regression/Classification. Given a drug SMILES string, predict its toxicity properties. Task type varies by dataset: regression for continuous values (e.g., LD50, hERG inhibition percentage) or binary classification for toxic/non-toxic outcomes (e.g., AMES mutagenicity, cardiotoxicity, hepatotoxicity). Dataset: herg_karim. (1) The molecule is O=C(Nc1ccc(OC2(C(=O)O)CC2)cc1F)C(C1CCCCC1)n1c(-c2ccc(Cl)cc2)nc2cc(F)c(F)cc21. The result is 0 (non-blocker). (2) The drug is [2H]C(Nc1cc(C(F)(F)F)cc2ncc(N3CCN(C)CC3)cc12)c1cccc([N+](=O)[O-])c1. The result is 1 (blocker). (3) The drug is Cn1nccc1-c1cc(NC(=O)c2cccc(C(F)(F)F)c2)ccc1OCCN1CCOCC1. The result is 1 (blocker).